Dataset: Forward reaction prediction with 1.9M reactions from USPTO patents (1976-2016). Task: Predict the product of the given reaction. (1) Given the reactants [CH2:1]([O:3][C:4]([C:6]1[CH:7]=[C:8]2[C:13](=[CH:14][CH:15]=1)[NH:12][CH:11]([C:16]1[CH:17]=[N:18][CH:19]=[CH:20][CH:21]=1)[C:10]([CH3:23])([CH3:22])[CH:9]2O)=[O:5])[CH3:2].FC(F)(F)C(O)=O, predict the reaction product. The product is: [CH2:1]([O:3][C:4]([C:6]1[CH:7]=[C:8]2[C:13](=[CH:14][CH:15]=1)[NH:12][CH:11]([C:16]1[CH:17]=[N:18][CH:19]=[CH:20][CH:21]=1)[C:10]([CH3:22])([CH3:23])[CH2:9]2)=[O:5])[CH3:2]. (2) Given the reactants C(S([N:6]1[CH2:11][CH2:10][N:9]([C:12]2[CH:17]=[CH:16][C:15]([NH:18][C:19]([C:21]3[O:22][C:23]4[C:28]([C:29](=[O:31])[CH:30]=3)=[CH:27][C:26]([F:32])=[CH:25][C:24]=4[N:33]3[CH2:38][CH2:37][N:36]([CH3:39])[CH2:35][CH2:34]3)=[O:20])=[CH:14][CH:13]=2)[CH2:8][CH2:7]1)(=O)=O)C.C(N(CC)CC)C.[CH2:47]([N:49]=[C:50]=[O:51])[CH3:48], predict the reaction product. The product is: [CH2:47]([NH:49][C:50]([N:6]1[CH2:11][CH2:10][N:9]([C:12]2[CH:17]=[CH:16][C:15]([NH:18][C:19]([C:21]3[O:22][C:23]4[C:28]([C:29](=[O:31])[CH:30]=3)=[CH:27][C:26]([F:32])=[CH:25][C:24]=4[N:33]3[CH2:34][CH2:35][N:36]([CH3:39])[CH2:37][CH2:38]3)=[O:20])=[CH:14][CH:13]=2)[CH2:8][CH2:7]1)=[O:51])[CH3:48].